Dataset: Catalyst prediction with 721,799 reactions and 888 catalyst types from USPTO. Task: Predict which catalyst facilitates the given reaction. (1) Reactant: [CH3:1][O:2][C:3](=[O:14])[C:4]1C=CC(C)=C(C(O)=O)[CH:5]=1.C(OOC(=O)C1C=CC=CC=1)(=O)C1C=CC=CC=1.[Br:33]N1C(=O)CCC1=O.C[CH2:42][CH2:43][CH2:44][CH2:45][CH3:46].C[CH2:48][O:49][C:50]([CH3:52])=[O:51]. Product: [CH3:48][O:49][C:50](=[O:51])[C:52]1[CH:46]=[CH:45][C:44]([CH2:43][CH2:42][Br:33])=[C:4]([C:3]([O:2][CH3:1])=[O:14])[CH:5]=1. The catalyst class is: 53. (2) Reactant: [CH3:1][O:2][C:3]1[CH:4]=[C:5]([CH:26]=[O:27])[C:6]2[O:10][C:9]([C:11]3[CH:16]=[CH:15][C:14]([O:17][CH3:18])=[CH:13][CH:12]=3)=[C:8]([C:19]3[CH:24]=[CH:23][CH:22]=[CH:21][CH:20]=3)[C:7]=2[CH:25]=1.[BH4-].[Na+]. Product: [CH3:1][O:2][C:3]1[CH:4]=[C:5]([CH2:26][OH:27])[C:6]2[O:10][C:9]([C:11]3[CH:12]=[CH:13][C:14]([O:17][CH3:18])=[CH:15][CH:16]=3)=[C:8]([C:19]3[CH:24]=[CH:23][CH:22]=[CH:21][CH:20]=3)[C:7]=2[CH:25]=1. The catalyst class is: 5. (3) Reactant: [CH:1]1([CH2:5]O)[CH2:4][CH2:3][CH2:2]1.[CH2:7]([O:9][C:10]([CH:12]=P(C1C=CC=CC=1)(C1C=CC=CC=1)C1C=CC=CC=1)=[O:11])[CH3:8].N1C=CC=CC=1. Product: [CH:1]1([CH:5]=[CH:12][C:10]([O:9][CH2:7][CH3:8])=[O:11])[CH2:2][CH2:3][CH2:4]1. The catalyst class is: 428. (4) Reactant: [NH:1]1[CH2:6][CH2:5][O:4][CH2:3][CH2:2]1.Cl[CH2:8][C:9]#[C:10][CH2:11][OH:12]. Product: [O:4]1[CH2:5][CH2:6][N:1]([CH2:8][C:9]#[C:10][CH2:11][OH:12])[CH2:2][CH2:3]1. The catalyst class is: 11. (5) Reactant: [Br:1][C:2]1[CH:20]=[CH:19][C:5]([CH2:6][C:7]2[CH:8]=[N:9][C:10]3[N:11]([N:13]=[CH:14][C:15]=3[C:16]([OH:18])=O)[CH:12]=2)=[CH:4][CH:3]=1.[NH2:21][CH2:22][CH2:23][NH:24][C:25](=[O:31])[O:26][C:27]([CH3:30])([CH3:29])[CH3:28].CN(C(ON1N=NC2C=CC=CC1=2)=[N+](C)C)C.[B-](F)(F)(F)F.C(N(CC)CC)C. Product: [C:27]([O:26][C:25](=[O:31])[NH:24][CH2:23][CH2:22][NH:21][C:16]([C:15]1[CH:14]=[N:13][N:11]2[CH:12]=[C:7]([CH2:6][C:5]3[CH:4]=[CH:3][C:2]([Br:1])=[CH:20][CH:19]=3)[CH:8]=[N:9][C:10]=12)=[O:18])([CH3:30])([CH3:28])[CH3:29]. The catalyst class is: 3. (6) Reactant: [C:1]([O:8][CH3:9])(=[O:7])[CH2:2][C:3]([O:5][CH3:6])=[O:4].[H-].[Na+].[CH2:12]([N:19]1[C:27]([OH:28])=[N:26][C:25]2[C:20]1=[N:21][C:22]([CH2:30]Cl)=[N:23][C:24]=2[NH2:29])[C:13]1[CH:18]=[CH:17][CH:16]=[CH:15][CH:14]=1. Product: [CH2:12]([N:19]1[C:27]([OH:28])=[N:26][C:25]2[C:20]1=[N:21][C:22]([CH2:30][CH:2]([C:1]([O:8][CH3:9])=[O:7])[C:3]([O:5][CH3:6])=[O:4])=[N:23][C:24]=2[NH2:29])[C:13]1[CH:18]=[CH:17][CH:16]=[CH:15][CH:14]=1. The catalyst class is: 3. (7) Reactant: [CH3:1][O:2][C:3](=[O:15])[C:4]1[CH:9]=[C:8]([F:10])[CH:7]=[C:6]([N+:11]([O-:13])=[O:12])[C:5]=1[CH3:14].[Br:16]N1C(=O)CCC1=O.C(OOC(=O)C1C=CC=CC=1)(=O)C1C=CC=CC=1.C1(=O)NC(=O)CC1. Product: [CH3:1][O:2][C:3](=[O:15])[C:4]1[CH:9]=[C:8]([F:10])[CH:7]=[C:6]([N+:11]([O-:13])=[O:12])[C:5]=1[CH2:14][Br:16]. The catalyst class is: 53. (8) Product: [CH2:1]([CH:8]([NH:23][C:24]([C:26]1[CH:31]=[N:30][CH:29]=[CH:28][N:27]=1)=[O:25])[C:9]([NH:11][CH:12]([C:17]([N:19]([CH3:22])[N:20]([C:38]#[N:37])[CH3:21])=[O:18])[CH2:13][CH:14]([CH3:16])[CH3:15])=[O:10])[C:2]1[CH:7]=[CH:6][CH:5]=[CH:4][CH:3]=1. The catalyst class is: 5. Reactant: [CH2:1]([CH:8]([NH:23][C:24]([C:26]1[CH:31]=[N:30][CH:29]=[CH:28][N:27]=1)=[O:25])[C:9]([NH:11][CH:12]([C:17]([N:19]([CH3:22])[NH:20][CH3:21])=[O:18])[CH2:13][CH:14]([CH3:16])[CH3:15])=[O:10])[C:2]1[CH:7]=[CH:6][CH:5]=[CH:4][CH:3]=1.C([O-])(=O)C.[Na+].[N:37]#[C:38]Br. (9) Reactant: [C:1]([C:4]1[CH:16]=[C:15]([Br:17])[CH:14]=[CH:13][C:5]=1[O:6][CH2:7][C:8]([O:10]CC)=[O:9])(=[O:3])[CH3:2].[OH-].[Na+].O. Product: [C:1]([C:4]1[CH:16]=[C:15]([Br:17])[CH:14]=[CH:13][C:5]=1[O:6][CH2:7][C:8]([OH:10])=[O:9])(=[O:3])[CH3:2]. The catalyst class is: 1.